Dataset: Forward reaction prediction with 1.9M reactions from USPTO patents (1976-2016). Task: Predict the product of the given reaction. (1) Given the reactants [CH3:1][O:2][C:3](=[O:17])[C:4]1[CH:9]=[C:8]([I:10])[CH:7]=[CH:6][C:5]=1[O:11][C:12]([CH3:16])([CH3:15])[C:13]#[CH:14], predict the reaction product. The product is: [CH3:1][O:2][C:3]([C:4]1[CH:9]=[C:8]([I:10])[CH:7]=[C:6]2[C:5]=1[O:11][C:12]([CH3:15])([CH3:16])[CH:13]=[CH:14]2)=[O:17]. (2) Given the reactants [CH3:1][O:2][C:3](=[O:19])[C:4]1[CH:9]=[C:8]([Br:10])[C:7]([Cl:11])=[CH:6][C:5]=1[NH:12][C:13]([O:15][CH:16]([CH3:18])[CH3:17])=[O:14].C(=O)([O-])[O-].[Cs+].[Cs+].Br[CH2:27][CH2:28][CH2:29][C:30]([O:32][CH3:33])=[O:31], predict the reaction product. The product is: [CH3:1][O:2][C:3](=[O:19])[C:4]1[CH:9]=[C:8]([Br:10])[C:7]([Cl:11])=[CH:6][C:5]=1[N:12]([C:13]([O:15][CH:16]([CH3:17])[CH3:18])=[O:14])[CH2:27][CH2:28][CH2:29][C:30]([O:32][CH3:33])=[O:31]. (3) Given the reactants [CH:1]1([CH2:4][O:5][C:6]2[CH:7]=[CH:8][C:9](/[CH:12]=[N:13]/[S@@:14]([C:16]([CH3:19])([CH3:18])[CH3:17])=[O:15])=[N:10][CH:11]=2)[CH2:3][CH2:2]1.[CH3:20][Mg]Br.[Cl-].[NH4+], predict the reaction product. The product is: [CH:1]1([CH2:4][O:5][C:6]2[CH:7]=[CH:8][C:9]([C@H:12]([NH:13][S@@:14]([C:16]([CH3:19])([CH3:18])[CH3:17])=[O:15])[CH3:20])=[N:10][CH:11]=2)[CH2:3][CH2:2]1. (4) Given the reactants [C:1]([Si:5]([CH3:8])([CH3:7])Cl)([CH3:4])([CH3:3])[CH3:2].[CH2:9]([N:16]1[C:23](=[O:24])[C:20]2([CH2:22][CH2:21]2)[NH:19][C:18](=[O:25])[CH:17]1[CH2:26][OH:27])[C:10]1[CH:15]=[CH:14][CH:13]=[CH:12][CH:11]=1.C(N(CC)CC)C, predict the reaction product. The product is: [CH2:9]([N:16]1[C:23](=[O:24])[C:20]2([CH2:21][CH2:22]2)[NH:19][C:18](=[O:25])[CH:17]1[CH2:26][O:27][Si:5]([C:1]([CH3:4])([CH3:3])[CH3:2])([CH3:8])[CH3:7])[C:10]1[CH:15]=[CH:14][CH:13]=[CH:12][CH:11]=1.